Dataset: Peptide-MHC class II binding affinity with 134,281 pairs from IEDB. Task: Regression. Given a peptide amino acid sequence and an MHC pseudo amino acid sequence, predict their binding affinity value. This is MHC class II binding data. (1) The MHC is H-2-IAs with pseudo-sequence H-2-IAs. The binding affinity (normalized) is 0.169. The peptide sequence is AVPVYEYFNTWTTCQSIAFP. (2) The peptide sequence is AADHAAPEDKYEAFV. The MHC is DRB1_1201 with pseudo-sequence DRB1_1201. The binding affinity (normalized) is 0. (3) The peptide sequence is AWMSAAATQAEQAAT. The MHC is HLA-DPA10201-DPB10101 with pseudo-sequence HLA-DPA10201-DPB10101. The binding affinity (normalized) is 0.137.